From a dataset of Reaction yield outcomes from USPTO patents with 853,638 reactions. Predict the reaction yield, written as a fraction of the theoretical maximum amount of product (1.0 means a 100% yield; for example, 0.34 means a 34% yield). The reactants are [Cl:1][C:2]1[N:3]=[C:4](Cl)[C:5]2[N:11]=[C:10]([C:12]3[CH:17]=[CH:16][C:15]([F:18])=[CH:14][CH:13]=3)[CH:9]=[CH:8][C:6]=2[N:7]=1.[C:20]([N:27]1[CH2:32][CH2:31][NH:30][CH2:29][CH2:28]1)([O:22][C:23]([CH3:26])([CH3:25])[CH3:24])=[O:21]. The catalyst is O1CCOCC1. The product is [Cl:1][C:2]1[N:3]=[C:4]([N:30]2[CH2:29][CH2:28][N:27]([C:20]([O:22][C:23]([CH3:26])([CH3:25])[CH3:24])=[O:21])[CH2:32][CH2:31]2)[C:5]2[N:11]=[C:10]([C:12]3[CH:17]=[CH:16][C:15]([F:18])=[CH:14][CH:13]=3)[CH:9]=[CH:8][C:6]=2[N:7]=1. The yield is 0.980.